This data is from Catalyst prediction with 721,799 reactions and 888 catalyst types from USPTO. The task is: Predict which catalyst facilitates the given reaction. (1) Reactant: Br[C:2]1[C:7]([O:8][CH2:9][C:10]2[C:15]([O:16][CH3:17])=[CH:14][CH:13]=[C:12]([F:18])[C:11]=2[F:19])=[CH:6][C:5]([N+:20]([O-:22])=[O:21])=[C:4]([Cl:23])[CH:3]=1.[Br-].[CH2:25]([O:27][C:28](=[O:33])[CH2:29][CH2:30][CH2:31][Zn+])[CH3:26].Cl. Product: [Cl:23][C:4]1[C:5]([N+:20]([O-:22])=[O:21])=[CH:6][C:7]([O:8][CH2:9][C:10]2[C:15]([O:16][CH3:17])=[CH:14][CH:13]=[C:12]([F:18])[C:11]=2[F:19])=[C:2]([CH2:31][CH2:30][CH2:29][C:28]([O:27][CH2:25][CH3:26])=[O:33])[CH:3]=1. The catalyst class is: 602. (2) The catalyst class is: 25. Product: [CH2:82]([C@@H:61]([C@H:62]([OH:81])[CH2:63][N:64]([S:65]([C:68]1[CH:69]=[CH:70][C:71]([N+:74]([O-:76])=[O:75])=[CH:72][CH:73]=1)(=[O:66])=[O:67])[CH2:77][CH:78]([CH3:79])[CH3:80])[NH:60][C:52](=[O:53])[O:28][CH2:27][CH2:26][CH2:25][NH:24][C:22](=[O:23])[CH2:21][O:20][C:16]1[CH:15]=[C:14]([C@H:13]([O:29][C:30]([C@@H:32]2[CH2:37][CH2:36][CH2:35][CH2:34][N:33]2[C:38](=[O:46])[C:39](=[O:45])[C:40]([CH3:43])([CH3:44])[CH2:41][CH3:42])=[O:31])[CH2:12][CH2:11][C:5]2[CH:6]=[CH:7][C:8]([O:9][CH3:10])=[C:3]([O:2][CH3:1])[CH:4]=2)[CH:19]=[CH:18][CH:17]=1)[C:83]1[CH:84]=[CH:85][CH:86]=[CH:87][CH:88]=1. Reactant: [CH3:1][O:2][C:3]1[CH:4]=[C:5]([CH2:11][CH2:12][C@@H:13]([O:29][C:30]([C@@H:32]2[CH2:37][CH2:36][CH2:35][CH2:34][N:33]2[C:38](=[O:46])[C:39](=[O:45])[C:40]([CH3:44])([CH3:43])[CH2:41][CH3:42])=[O:31])[C:14]2[CH:19]=[CH:18][CH:17]=[C:16]([O:20][CH2:21][C:22]([NH:24][CH2:25][CH2:26][CH2:27][OH:28])=[O:23])[CH:15]=2)[CH:6]=[CH:7][C:8]=1[O:9][CH3:10].C1N=CN([C:52](N2C=NC=C2)=[O:53])C=1.Cl.[NH2:60][C@@H:61]([CH2:82][C:83]1[CH:88]=[CH:87][CH:86]=[CH:85][CH:84]=1)[C@H:62]([OH:81])[CH2:63][N:64]([CH2:77][CH:78]([CH3:80])[CH3:79])[S:65]([C:68]1[CH:73]=[CH:72][C:71]([N+:74]([O-:76])=[O:75])=[CH:70][CH:69]=1)(=[O:67])=[O:66]. (3) Reactant: [C:1]([OH:8])(=[O:7])[CH2:2][CH2:3][CH2:4][C:5]#[CH:6].[CH3:9][C:10](O)([CH3:12])[CH3:11].C1(N=C=NC2CCCCC2)CCCCC1. Product: [C:1]([O:8][C:10]([CH3:12])([CH3:11])[CH3:9])(=[O:7])[CH2:2][CH2:3][CH2:4][C:5]#[CH:6]. The catalyst class is: 143. (4) Reactant: [OH:1][CH2:2][C:3]1([C:6]2[N:24]=[C:9]3[C:10]([O:22][CH3:23])=[CH:11][CH:12]=[C:13]([C:14]4[CH:15]=[N:16][CH:17]=[C:18]([CH:21]=4)[C:19]#[N:20])[N:8]3[N:7]=2)[CH2:5][CH2:4]1.[CH3:25]S(Cl)(=O)=O.CCN([CH:36]([CH3:38])[CH3:37])C(C)C. Product: [CH2:37]([O:1][CH2:2][C:3]1([C:6]2[N:24]=[C:9]3[C:10]([O:22][CH3:23])=[CH:11][CH:12]=[C:13]([C:14]4[CH:15]=[N:16][CH:17]=[C:18]([CH:21]=4)[C:19]#[N:20])[N:8]3[N:7]=2)[CH2:4][CH2:5]1)[CH:36]([CH3:38])[CH3:25]. The catalyst class is: 2. (5) Reactant: [CH3:1][CH:2]([CH2:4][CH2:5][CH2:6][C@H:7]([C@@H:9]1[C@:27]2([CH3:28])[C@H:12]([C@H:13]3[C@H:24]([CH2:25][CH2:26]2)[C@:22]2([CH3:23])[C:16]([CH2:17][C@H:18]([CH2:20][CH2:21]2)[OH:19])=[CH:15][CH2:14]3)[CH2:11][CH2:10]1)[CH3:8])[CH3:3].[NH2:29][C@H:30]([C:36]([OH:38])=[O:37])[CH2:31][CH2:32][CH2:33][CH2:34][NH2:35].[CH3:39][P:40]([NH2:43])(=[O:42])[O-:41].[N:44]1([C:49](N)=[NH:50])C=CC=N1.Cl.C(N(C(C)C)CC)(C)C. Product: [CH3:3][CH:2]([CH2:4][CH2:5][CH2:6][C@H:7]([C@@H:9]1[C@:27]2([CH3:28])[C@H:12]([C@H:13]3[C@H:24]([CH2:25][CH2:26]2)[C@:22]2([CH3:23])[C:16]([CH2:17][C@H:18]([CH2:20][CH2:21]2)[OH:19])=[CH:15][CH2:14]3)[CH2:11][CH2:10]1)[CH3:8])[CH3:1].[NH2:29][C@H:30]([C:36]([OH:38])=[O:37])[CH2:31][CH2:32][CH2:33][CH2:34][NH:35][C:49]([NH2:50])=[NH:44].[CH3:39][P:40]([NH2:43])(=[O:41])[O-:42]. The catalyst class is: 3. (6) Reactant: [NH2:1][C@@H:2]1[C:10]2[C:5](=[CH:6][CH:7]=[CH:8][CH:9]=2)[CH2:4][C@@H:3]1[OH:11].C(N(CC)CC)C.[Cl:19][CH2:20][C:21](Cl)=[O:22]. Product: [Cl:19][CH2:20][C:21]([NH:1][C@@H:2]1[C:10]2[C:5](=[CH:6][CH:7]=[CH:8][CH:9]=2)[CH2:4][C@@H:3]1[OH:11])=[O:22]. The catalyst class is: 2. (7) Reactant: [CH3:1][CH:2]([CH3:14])[CH2:3][C@H:4]([O:8][CH2:9][CH2:10][CH2:11][CH2:12][CH3:13])[C:5]([OH:7])=[O:6].[CH:15]1[CH:16]=[CH:17]C2N(O)N=N[C:19]=2[CH:20]=1.C(Cl)CCl.O. Product: [CH3:1][CH:2]([CH3:14])[CH2:3][C@H:4]([O:8][CH2:9][CH2:10][CH2:11][CH2:12][CH3:13])[C:5]([O:7][CH2:19][CH2:20][CH2:15][CH2:16][CH3:17])=[O:6]. The catalyst class is: 59.